Task: Predict which catalyst facilitates the given reaction.. Dataset: Catalyst prediction with 721,799 reactions and 888 catalyst types from USPTO (1) Reactant: C([O:4][CH2:5][CH2:6][CH2:7][CH2:8][C:9]#[C:10][CH2:11][O:12][C:13]1[CH:18]=[CH:17][C:16]([S:19]([N:22]2[CH2:27][CH2:26][S:25][C:24]([CH3:29])([CH3:28])[C@@H:23]2[C:30]([NH:32][OH:33])=[O:31])(=[O:21])=[O:20])=[CH:15][CH:14]=1)(=O)C.[OH-].[NH4+]. Product: [OH:33][NH:32][C:30]([C@H:23]1[C:24]([CH3:28])([CH3:29])[S:25][CH2:26][CH2:27][N:22]1[S:19]([C:16]1[CH:17]=[CH:18][C:13]([O:12][CH2:11][C:10]#[C:9][CH2:8][CH2:7][CH2:6][CH2:5][OH:4])=[CH:14][CH:15]=1)(=[O:21])=[O:20])=[O:31]. The catalyst class is: 5. (2) Reactant: [CH3:1][C:2]1[NH:10][C:5]2=[CH:6][N:7]=[CH:8][CH:9]=[C:4]2[CH:3]=1.[I:11]N1C(=O)CCC1=O. Product: [I:11][C:3]1[C:4]2[C:5](=[CH:6][N:7]=[CH:8][CH:9]=2)[NH:10][C:2]=1[CH3:1]. The catalyst class is: 22. (3) Reactant: Br[CH2:2][C:3]1[CH2:4][CH2:5][N:6]([C:17]([O:19][C:20]([CH3:23])([CH3:22])[CH3:21])=[O:18])[CH2:7][C:8]=1[C:9]1[N:13]([CH:14]([CH3:16])[CH3:15])[N:12]=[CH:11][CH:10]=1.[OH:24][C:25]1[C:30]([CH:31]=[O:32])=[CH:29][C:28]([O:33][CH3:34])=[N:27][CH:26]=1.C([O-])([O-])=O.[K+].[K+]. Product: [CH:31]([C:30]1[CH:29]=[C:28]([O:33][CH3:34])[N:27]=[CH:26][C:25]=1[O:24][CH2:2][C:3]1[CH2:4][CH2:5][N:6]([C:17]([O:19][C:20]([CH3:23])([CH3:22])[CH3:21])=[O:18])[CH2:7][C:8]=1[C:9]1[N:13]([CH:14]([CH3:16])[CH3:15])[N:12]=[CH:11][CH:10]=1)=[O:32]. The catalyst class is: 303.